From a dataset of Forward reaction prediction with 1.9M reactions from USPTO patents (1976-2016). Predict the product of the given reaction. (1) The product is: [F:27][C:26]1[CH:25]=[CH:24][CH:23]=[C:22]([F:28])[C:21]=1[N:16]1[C:10]2[N:11]=[C:12]([S:14][CH3:15])[N:13]=[C:8]([C:6]3[CH:7]=[C:2]([NH:1][C:35](=[O:36])[C:34]4[CH:38]=[CH:39][C:31]([F:30])=[C:32]([CH3:40])[CH:33]=4)[CH:3]=[CH:4][C:5]=3[CH3:29])[C:9]=2[CH:19]=[CH:18][C:17]1=[O:20]. Given the reactants [NH2:1][C:2]1[CH:3]=[CH:4][C:5]([CH3:29])=[C:6]([C:8]2[C:9]3[CH:19]=[CH:18][C:17](=[O:20])[N:16]([C:21]4[C:26]([F:27])=[CH:25][CH:24]=[CH:23][C:22]=4[F:28])[C:10]=3[N:11]=[C:12]([S:14][CH3:15])[N:13]=2)[CH:7]=1.[F:30][C:31]1[CH:39]=[CH:38][C:34]([C:35](Cl)=[O:36])=[CH:33][C:32]=1[CH3:40], predict the reaction product. (2) Given the reactants [CH2:1]([O:8][C:9]1[CH:10]=[C:11]([S:15][C:16]2[CH:17]=[C:18]3[C:23](=[CH:24][CH:25]=2)[CH:22]=[C:21]([C@:26]([NH:30][C:31](=[O:37])[O:32][C:33]([CH3:36])([CH3:35])[CH3:34])([CH3:29])[CH2:27][OH:28])[CH:20]=[CH:19]3)[CH:12]=[CH:13][CH:14]=1)[C:2]1[CH:7]=[CH:6][CH:5]=[CH:4][CH:3]=1.[O:38]1CCCC1.C(N(CC)[P:46]([O:52][C:53]([CH3:56])([CH3:55])[CH3:54])[O:47][C:48]([CH3:51])([CH3:50])[CH3:49])C.OO, predict the reaction product. The product is: [CH2:1]([O:8][C:9]1[CH:10]=[C:11]([S:15][C:16]2[CH:17]=[C:18]3[C:23](=[CH:24][CH:25]=2)[CH:22]=[C:21]([C@:26]([NH:30][C:31](=[O:37])[O:32][C:33]([CH3:36])([CH3:35])[CH3:34])([CH3:29])[CH2:27][O:28][P:46]([O:47][C:48]([CH3:49])([CH3:50])[CH3:51])([O:52][C:53]([CH3:54])([CH3:55])[CH3:56])=[O:38])[CH:20]=[CH:19]3)[CH:12]=[CH:13][CH:14]=1)[C:2]1[CH:7]=[CH:6][CH:5]=[CH:4][CH:3]=1. (3) Given the reactants C([O:8][C:9]1[CH:10]=[C:11]([CH2:18][C:19]([O:21][CH3:22])=[O:20])[CH:12]=[CH:13][C:14]=1[O:15][CH2:16][CH3:17])C1C=CC=CC=1, predict the reaction product. The product is: [CH2:16]([O:15][C:14]1[CH:13]=[CH:12][C:11]([CH2:18][C:19]([O:21][CH3:22])=[O:20])=[CH:10][C:9]=1[OH:8])[CH3:17]. (4) Given the reactants [CH3:1][O:2][C:3]1[CH:8]=[C:7](Br)[CH:6]=[CH:5][C:4]=1[N+:10]([O-:12])=[O:11].O.[CH2:14](O)[CH2:15]C, predict the reaction product. The product is: [CH3:1][O:2][C:3]1[CH:8]=[C:7]([CH:14]=[CH2:15])[CH:6]=[CH:5][C:4]=1[N+:10]([O-:12])=[O:11]. (5) Given the reactants Cl[C:2]1[CH:7]=[CH:6][C:5]([NH:8][C:9]([NH:11][CH2:12][CH:13]2[O:18][CH2:17][CH2:16][N:15](C(OCC3C=CC=CC=3)=O)[CH2:14]2)=[O:10])=[CH:4][CH:3]=1, predict the reaction product. The product is: [NH:15]1[CH2:16][CH2:17][O:18][CH:13]([CH2:12][NH:11][C:9]([NH:8][C:5]2[CH:6]=[CH:7][CH:2]=[CH:3][CH:4]=2)=[O:10])[CH2:14]1. (6) Given the reactants [C:1]1([CH:7]([C:33]2[CH:38]=[CH:37][CH:36]=[CH:35][CH:34]=2)[CH2:8][CH2:9][N:10]([CH:30]([CH3:32])[CH3:31])[C:11]([NH:13][C:14]2[S:15][CH:16]=[C:17]([C:19]3[CH:24]=[CH:23][C:22]([NH:25][S:26]([CH3:29])(=[O:28])=[O:27])=[CH:21][CH:20]=3)[N:18]=2)=[O:12])[CH:6]=[CH:5][CH:4]=[CH:3][CH:2]=1.[Cl:39]N1C(=O)CCC1=O, predict the reaction product. The product is: [Cl:39][C:16]1[S:15][C:14]([NH:13][C:11](=[O:12])[N:10]([CH2:9][CH2:8][CH:7]([C:1]2[CH:2]=[CH:3][CH:4]=[CH:5][CH:6]=2)[C:33]2[CH:34]=[CH:35][CH:36]=[CH:37][CH:38]=2)[CH:30]([CH3:31])[CH3:32])=[N:18][C:17]=1[C:19]1[CH:24]=[CH:23][C:22]([NH:25][S:26]([CH3:29])(=[O:27])=[O:28])=[CH:21][CH:20]=1. (7) Given the reactants [CH3:1][O:2][C:3]1[CH:4]=[CH:5][C:6]([CH:9]=O)=[CH:7][CH:8]=1.[C:11](#[N:15])[CH2:12][C:13]#[N:14].C(N(CC)CC)C.[C:23]1([N:29]2[C:33](=[O:34])[CH2:32][C:31]([C:35]3[CH:40]=[CH:39][CH:38]=[CH:37][CH:36]=3)=[N:30]2)C=CC=CC=1, predict the reaction product. The product is: [NH2:14][C:13]1[O:34][C:33]2[N:29]([CH3:23])[N:30]=[C:31]([C:35]3[CH:40]=[CH:39][CH:38]=[CH:37][CH:36]=3)[C:32]=2[CH:9]([C:6]2[CH:7]=[CH:8][C:3]([O:2][CH3:1])=[CH:4][CH:5]=2)[C:12]=1[C:11]#[N:15].